Dataset: Experimentally validated miRNA-target interactions with 360,000+ pairs, plus equal number of negative samples. Task: Binary Classification. Given a miRNA mature sequence and a target amino acid sequence, predict their likelihood of interaction. The miRNA is mmu-miR-494-3p with sequence UGAAACAUACACGGGAAACCUC. The protein sequence of the target gene is MAGPGWGPPRLDGFILTERLGSGTYATVYKAYAKKDTREVVAIKCVAKKSLNKASVENLLTEIEILKGIRHPHIVQLKDFQWDSDNIYLIMEFCAGGDLSRFIHTRRILPEKVARVFMQQLASALQFLHERNISHLDLKPQNILLSSLEKPHLKLADFGFAQHMSPWDEKHVLRGSPLYMAPEMVCQRQYDARVDLWSMGVILYEALFGQPPFASRSFSELEEKIRSNRVIELPLRPLLSRDCRDLLQRLLERDPSRRISFQDFFAHPWVDLEHMPSGESLGRATALVVQAVKKDQEGDS.... Result: 0 (no interaction).